This data is from Catalyst prediction with 721,799 reactions and 888 catalyst types from USPTO. The task is: Predict which catalyst facilitates the given reaction. (1) Reactant: [CH3:1][C:2]1[C:10]2[C:9](C=O)=[CH:8][S:7][C:6]=2[CH:5]=[CH:4][CH:3]=1.ClC1SC2C=CC=C(C)C=2C=1C=[O:25]. Product: [CH3:1][C:2]1[C:10]2[CH2:9][C:8](=[O:25])[S:7][C:6]=2[CH:5]=[CH:4][CH:3]=1. The catalyst class is: 11. (2) Reactant: [Cl:1][CH2:2][C:3]([C:5]1[CH:10]=[CH:9][C:8]([N+:11]([O-:13])=[O:12])=[CH:7][CH:6]=1)=[O:4].[ClH:14].Cl.[CH2:16]([N:25]1[CH2:30][CH2:29][NH:28][CH2:27][CH2:26]1)[C:17]([C:19]1[CH:24]=[CH:23][CH:22]=[CH:21][CH:20]=1)=[O:18].C([O-])([O-])=O.[K+].[K+]. Product: [ClH:1].[ClH:14].[CH2:16]([N:25]1[CH2:30][CH2:29][N:28]([CH2:2][C:3]([C:5]2[CH:10]=[CH:9][C:8]([N+:11]([O-:13])=[O:12])=[CH:7][CH:6]=2)=[O:4])[CH2:27][CH2:26]1)[C:17]([C:19]1[CH:20]=[CH:21][CH:22]=[CH:23][CH:24]=1)=[O:18]. The catalyst class is: 3. (3) Reactant: [NH2:1][C:2]1[CH:7]=[CH:6][C:5]([C:8]2[N:13]=[C:12]3[N:14]([CH:17]4[CH2:22][CH2:21][N:20]([C:23]([O:25][C:26]([CH3:29])([CH3:28])[CH3:27])=[O:24])[CH2:19][CH2:18]4)[N:15]=[CH:16][C:11]3=[C:10]([N:30]3[CH2:36][CH:35]4[O:37][CH:32]([CH2:33][CH2:34]4)[CH2:31]3)[N:9]=2)=[CH:4][CH:3]=1.ClC(Cl)(O[C:42](=[O:48])OC(Cl)(Cl)Cl)Cl.CN.[N-:52]=[C:53]=O. Product: [CH3:53][NH:52][C:42]([NH:1][C:2]1[CH:3]=[CH:4][C:5]([C:8]2[N:13]=[C:12]3[N:14]([CH:17]4[CH2:18][CH2:19][N:20]([C:23]([O:25][C:26]([CH3:29])([CH3:27])[CH3:28])=[O:24])[CH2:21][CH2:22]4)[N:15]=[CH:16][C:11]3=[C:10]([N:30]3[CH2:31][CH:32]4[O:37][CH:35]([CH2:34][CH2:33]4)[CH2:36]3)[N:9]=2)=[CH:6][CH:7]=1)=[O:48]. The catalyst class is: 489. (4) Reactant: [CH3:1][C:2]1[O:3][C:4]2[CH:10]=[C:9]([NH:11][C:12](=[O:19])OCC(Cl)(Cl)Cl)[CH:8]=[CH:7][C:5]=2[N:6]=1.[C:20]1([C:26]2[N:27]=[C:28]([N:31]3[CH2:36][CH2:35][NH:34][CH2:33][CH2:32]3)[S:29][CH:30]=2)[CH:25]=[CH:24][CH:23]=[CH:22][CH:21]=1.C(N(C(C)C)CC)(C)C.CS(C)=O. Product: [CH3:1][C:2]1[O:3][C:4]2[CH:10]=[C:9]([NH:11][C:12]([N:34]3[CH2:35][CH2:36][N:31]([C:28]4[S:29][CH:30]=[C:26]([C:20]5[CH:25]=[CH:24][CH:23]=[CH:22][CH:21]=5)[N:27]=4)[CH2:32][CH2:33]3)=[O:19])[CH:8]=[CH:7][C:5]=2[N:6]=1. The catalyst class is: 6. (5) Reactant: [CH3:1][N:2]([CH2:4][CH:5]1[CH2:14][C:13]2[C:8](=[CH:9][C:10]([OH:15])=[CH:11][CH:12]=2)[NH:7][CH2:6]1)[CH3:3].[C:16]1([C:24]2[CH:29]=[CH:28][CH:27]=[CH:26][CH:25]=2)[CH:21]=[CH:20][C:19]([CH2:22]O)=[CH:18][CH:17]=1.C1(P(C2C=CC=CC=2)C2C=CC=CC=2)C=CC=CC=1.N(C(OCC)=O)=NC(OCC)=O.[ClH:61]. Product: [ClH:61].[C:16]1([C:24]2[CH:25]=[CH:26][CH:27]=[CH:28][CH:29]=2)[CH:17]=[CH:18][C:19]([CH2:22][O:15][C:10]2[CH:9]=[C:8]3[C:13]([CH2:14][CH:5]([CH2:4][N:2]([CH3:1])[CH3:3])[CH2:6][NH:7]3)=[CH:12][CH:11]=2)=[CH:20][CH:21]=1. The catalyst class is: 1. (6) Reactant: [Br:1][C:2]1[CH:7]=[C:6]([N+:8]([O-])=O)[C:5]([OH:11])=[C:4]([CH3:12])[CH:3]=1. Product: [BrH:1].[NH2:8][C:6]1[CH:7]=[CH:2][CH:3]=[C:4]([CH3:12])[C:5]=1[OH:11]. The catalyst class is: 129. (7) Reactant: [N:1]1([C:7]2[N:12]=[C:11]([N:13]3[CH2:19][CH:18]4[O:20][CH:15]([CH2:16][CH2:17]4)[CH2:14]3)[N:10]=[C:9]([C:21]3[CH:27]=[CH:26][C:24]([NH2:25])=[CH:23][CH:22]=3)[N:8]=2)[CH2:6][CH2:5][O:4][CH2:3][CH2:2]1.[C:28]1([CH3:37])[CH:33]=[CH:32][C:31]([N:34]=[C:35]=[O:36])=[CH:30][CH:29]=1. Product: [CH3:37][C:28]1[CH:33]=[CH:32][C:31]([NH:34][C:35]([NH:25][C:24]2[CH:26]=[CH:27][C:21]([C:9]3[N:8]=[C:7]([N:1]4[CH2:2][CH2:3][O:4][CH2:5][CH2:6]4)[N:12]=[C:11]([N:13]4[CH2:14][CH:15]5[O:20][CH:18]([CH2:17][CH2:16]5)[CH2:19]4)[N:10]=3)=[CH:22][CH:23]=2)=[O:36])=[CH:30][CH:29]=1. The catalyst class is: 142. (8) Reactant: C1(P(C2C=CC=CC=2)C2C=CC=CC=2)C=CC=CC=1.O1CCCC1.Br[C:26]1[N:34]2[C:29]([CH:30]=[N:31][C:32]([NH:35]C3C=CC(N4CCC(N5CCN(C)CC5)CC4)=CC=3OC)=[N:33]2)=[CH:28][CH:27]=1.[N:57]1[CH:62]=[CH:61][CH:60]=[C:59](B(O)O)[CH:58]=1.C(=O)([O-])[O-].[Na+].[Na+].O.C(O)C. Product: [N:57]1[CH:62]=[CH:61][CH:60]=[C:59]([C:26]2[N:34]3[C:29]([CH:30]=[N:31][C:32]([NH2:35])=[N:33]3)=[CH:28][CH:27]=2)[CH:58]=1. The catalyst class is: 167. (9) The catalyst class is: 353. Reactant: [O:1]=[C:2]1[N:6]([C:7]2[CH:8]=[CH:9][C:10]3[C:16](=[O:17])[CH2:15][CH2:14][CH2:13][CH2:12][C:11]=3[CH:18]=2)[CH2:5][C@H:4]([CH2:19][NH:20][C:21](=[O:23])[CH3:22])[O:3]1.[BH4-].[Na+]. Product: [OH:17][CH:16]1[C:10]2[CH:9]=[CH:8][C:7]([N:6]3[CH2:5][C@H:4]([CH2:19][NH:20][C:21](=[O:23])[CH3:22])[O:3][C:2]3=[O:1])=[CH:18][C:11]=2[CH2:12][CH2:13][CH2:14][CH2:15]1.